This data is from CYP2C19 inhibition data for predicting drug metabolism from PubChem BioAssay. The task is: Regression/Classification. Given a drug SMILES string, predict its absorption, distribution, metabolism, or excretion properties. Task type varies by dataset: regression for continuous measurements (e.g., permeability, clearance, half-life) or binary classification for categorical outcomes (e.g., BBB penetration, CYP inhibition). Dataset: cyp2c19_veith. (1) The molecule is O=[N+]([O-])O[C@H]1CO[C@H]2[C@@H](O[N+](=O)[O-])CO[C@H]12. The result is 0 (non-inhibitor). (2) The result is 0 (non-inhibitor). The molecule is Br.C[N+](C)(C)CCCCCNCC12CC3CC(CC(C3)C1)C2.[Br-]. (3) The molecule is N#Cc1cccc(-c2nc3cnc(Nc4ccccc4)nc3n(C[C@H]3CCCO3)c2=O)c1. The result is 0 (non-inhibitor). (4) The molecule is C[C@@H]1O[C@H](O[C@@H]2CC[C@@]3(C=O)[C@H]4CC[C@@]5(C)[C@@H](C6=CC(=O)OC6)CC[C@@]5(O)[C@@H]4CC[C@]3(O)C2)C[C@H](O)[C@@H]1O. The result is 0 (non-inhibitor). (5) The drug is N#Cc1c(-c2ccc3c(c2)OCO3)ccn2nc(-c3cccc(C(F)(F)F)c3)nc12. The result is 1 (inhibitor). (6) The compound is COc1ccc2oc(-c3ccc(C)c(NC(=O)CSc4ccc(Cl)cc4)c3)nc2c1. The result is 1 (inhibitor). (7) The result is 0 (non-inhibitor). The compound is Cn1c(=O)c(-c2ccc(F)cc2)nc2cncnc21. (8) The compound is CCn1ncc(/C=C/C(=O)NCc2cn(C)nc2C)c1C. The result is 0 (non-inhibitor). (9) The drug is Nc1nc(N)c(CCCCc2ccccc2)c(N)n1. The result is 0 (non-inhibitor).